This data is from Forward reaction prediction with 1.9M reactions from USPTO patents (1976-2016). The task is: Predict the product of the given reaction. (1) The product is: [C:1]([NH:4][C:5]1[CH:10]=[C:9]([C:11]2[O:12][C:13]([C:19]3[CH:24]=[CH:23][CH:22]=[CH:21][C:20]=3[Cl:25])=[C:14]([C:16]([NH2:28])=[O:17])[N:15]=2)[C:8]([CH3:26])=[CH:7][N:6]=1)(=[O:3])[CH3:2]. Given the reactants [C:1]([NH:4][C:5]1[CH:10]=[C:9]([C:11]2[O:12][C:13]([C:19]3[CH:24]=[CH:23][CH:22]=[CH:21][C:20]=3[Cl:25])=[C:14]([C:16](O)=[O:17])[N:15]=2)[C:8]([CH3:26])=[CH:7][N:6]=1)(=[O:3])[CH3:2].C[N:28](C(ON1N=NC2C=CC=CC1=2)=[N+](C)C)C.[B-](F)(F)(F)F.N, predict the reaction product. (2) Given the reactants [C:1]([C:5]1[CH:10]=[CH:9][C:8]([NH:11][C:12]([NH:14][CH2:15][CH2:16][CH:17]=O)=[O:13])=[CH:7][CH:6]=1)([CH3:4])([CH3:3])[CH3:2].[CH3:19][C:20]1([CH3:41])[O:24][C@@H:23]2[C@@H:25]([CH2:38][NH:39]C)[O:26][C@@H:27]([N:28]3[CH:36]=[N:35][C:34]4[C:29]3=[N:30][CH:31]=[N:32][C:33]=4[NH2:37])[C@@H:22]2[O:21]1.[BH-](OC(C)=O)(OC(C)=O)OC(C)=O.[Na+].C([O-])(O)=O.[Na+], predict the reaction product. The product is: [NH2:37][C:33]1[N:32]=[CH:31][N:30]=[C:29]2[C:34]=1[N:35]=[CH:36][N:28]2[C@H:27]1[C@@H:22]2[O:21][C:20]([CH3:19])([CH3:41])[O:24][C@@H:23]2[C@@H:25]([CH2:38][NH:39][CH2:17][CH2:16][CH2:15][NH:14][C:12]([NH:11][C:8]2[CH:7]=[CH:6][C:5]([C:1]([CH3:2])([CH3:3])[CH3:4])=[CH:10][CH:9]=2)=[O:13])[O:26]1. (3) Given the reactants [NH:1]1[CH2:10][CH2:9][CH:4]([C:5]([O:7][CH3:8])=[O:6])[CH2:3][CH2:2]1.[C:11](O[C:11]([O:13][C:14]([CH3:17])([CH3:16])[CH3:15])=[O:12])([O:13][C:14]([CH3:17])([CH3:16])[CH3:15])=[O:12].C(N(CC)CC)C, predict the reaction product. The product is: [CH3:8][O:7][C:5]([CH:4]1[CH2:9][CH2:10][N:1]([C:11]([O:13][C:14]([CH3:17])([CH3:16])[CH3:15])=[O:12])[CH2:2][CH2:3]1)=[O:6]. (4) The product is: [ClH:1].[ClH:1].[CH:4]([C@H:17]1[N:22]2[CH2:23][CH2:24][N:25]([C:46](=[O:45])[NH2:47])[CH2:26][C@H:21]2[CH2:20][N:19]([CH2:27][C:28]2[CH:33]=[C:32]([N:34]3[C:38]([C:39]([F:42])([F:41])[F:40])=[N:37][N:36]=[N:35]3)[CH:31]=[CH:30][C:29]=2[O:43][CH3:44])[CH2:18]1)([C:5]1[CH:10]=[CH:9][CH:8]=[CH:7][CH:6]=1)[C:11]1[CH:12]=[CH:13][CH:14]=[CH:15][CH:16]=1. Given the reactants [ClH:1].Cl.Cl.[CH:4]([C@H:17]1[N:22]2[CH2:23][CH2:24][NH:25][CH2:26][C@H:21]2[CH2:20][N:19]([CH2:27][C:28]2[CH:33]=[C:32]([N:34]3[C:38]([C:39]([F:42])([F:41])[F:40])=[N:37][N:36]=[N:35]3)[CH:31]=[CH:30][C:29]=2[O:43][CH3:44])[CH2:18]1)([C:11]1[CH:16]=[CH:15][CH:14]=[CH:13][CH:12]=1)[C:5]1[CH:10]=[CH:9][CH:8]=[CH:7][CH:6]=1.[O-:45][C:46]#[N:47].[Na+], predict the reaction product. (5) Given the reactants Br[C:2]1[S:3][CH:4]=[C:5]([Br:7])[N:6]=1.[CH3:8][O:9][C:10]1[CH:11]=[C:12](B(O)O)[CH:13]=[CH:14][CH:15]=1.CCCCCC.C(OCC)(=O)C, predict the reaction product. The product is: [Br:7][C:5]1[N:6]=[C:2]([C:14]2[CH:13]=[CH:12][CH:11]=[C:10]([O:9][CH3:8])[CH:15]=2)[S:3][CH:4]=1. (6) Given the reactants [O:1]=[C:2]([C:15]1[CH:16]=[N:17][CH:18]=[CH:19][CH:20]=1)[CH2:3][N:4]1C(=O)C2C(=CC=CC=2)C1=O.[BH4-].[Na+].Cl, predict the reaction product. The product is: [NH2:4][CH2:3][CH:2]([C:15]1[CH:16]=[N:17][CH:18]=[CH:19][CH:20]=1)[OH:1]. (7) Given the reactants [S:1]([O-:5])([O-:4])(=[O:3])=[O:2].[Co+2:6].C(O)(=O)CC(CC(O)=O)(C(O)=O)[OH:10].[OH-:20].[Na+:21].O=O.[OH-].[Co+2].[OH-], predict the reaction product. The product is: [S:1]([O-:5])([O-:4])(=[O:3])=[O:2].[Co+2:6].[OH-:10].[Na+:21].[O-2:20].[O-2:2].[O-2:2].[O-2:2].[Co+2:6].[Co+3:6].[Co+3:6].